Dataset: Full USPTO retrosynthesis dataset with 1.9M reactions from patents (1976-2016). Task: Predict the reactants needed to synthesize the given product. Given the product [O:30]1[C:34]2[CH:35]=[CH:36][CH:37]=[CH:38][C:33]=2[CH:32]=[C:31]1[C:21]1[C:15]2[O:14][CH:13]([CH2:12][NH2:91])[CH2:17][C:16]=2[CH:18]=[CH:19][CH:20]=1, predict the reactants needed to synthesize it. The reactants are: CC1C=CC(S(O[CH2:12][CH:13]2[CH2:17][C:16]3[CH:18]=[CH:19][CH:20]=[C:21](OS(C(F)(F)F)(=O)=O)[C:15]=3[O:14]2)(=O)=O)=CC=1.[O:30]1[C:34]2[CH:35]=[CH:36][CH:37]=[CH:38][C:33]=2[CH:32]=[C:31]1B(O)O.P([O-])([O-])([O-])=O.[K+].[K+].[K+].CC1C=CC(S(OCC2CC3C=CC=C(C4OC5C=CC=CC=5C=4)C=3O2)(=O)=O)=CC=1.S(C1C=CC(C)=CC=1)([O-])(=O)=O.[N-:91]=[N+]=[N-].[Na+].N(CC1CC2C=CC=C(C3OC4C=CC=CC=4C=3)C=2O1)=[N+]=[N-].[N-]=[N+]=[N-].